Predict the reactants needed to synthesize the given product. From a dataset of Full USPTO retrosynthesis dataset with 1.9M reactions from patents (1976-2016). (1) Given the product [F:1][C:2]1[CH:10]=[CH:9][C:8]2[N:7]([C:19]3[CH:24]=[CH:23][CH:22]=[C:21]([N:25]4[CH:29]=[CH:28][CH:27]=[N:26]4)[N:20]=3)[C:6]3[CH:11]4[CH2:12][CH2:13][N:14]([CH2:15][C:5]=3[C:4]=2[CH:3]=1)[CH2:16][CH2:17]4, predict the reactants needed to synthesize it. The reactants are: [F:1][C:2]1[CH:10]=[CH:9][C:8]2[NH:7][C:6]3[CH:11]4[CH2:17][CH2:16][N:14]([CH2:15][C:5]=3[C:4]=2[CH:3]=1)[CH2:13][CH2:12]4.Br[C:19]1[CH:24]=[CH:23][CH:22]=[C:21]([N:25]2[CH:29]=[CH:28][CH:27]=[N:26]2)[N:20]=1. (2) Given the product [CH3:21][O:20][C:18]([C:16]1[N:15]([CH:6]2[C:5]3[CH:8]=[CH:9][CH:10]=[CH:11][C:4]=3[O:3][C:2]2([CH3:12])[CH3:1])[CH:14]=[N:13][CH:17]=1)=[O:19], predict the reactants needed to synthesize it. The reactants are: [CH3:1][C:2]1([CH3:12])[CH:6](O)[C:5]2[CH:8]=[CH:9][CH:10]=[CH:11][C:4]=2[O:3]1.[NH:13]1[CH:17]=[C:16]([C:18]([O:20][CH3:21])=[O:19])[N:15]=[CH:14]1.C1(P(C2C=CC=CC=2)C2C=CC=CC=2)C=CC=CC=1.N(C(OC(C)(C)C)=O)=NC(OC(C)(C)C)=O.Cl.O1CCOCC1. (3) Given the product [N:1]1([CH2:8][CH2:7][C:6]#[N:9])[CH:5]=[N:4][CH:3]=[N:2]1, predict the reactants needed to synthesize it. The reactants are: [NH:1]1[CH:5]=[N:4][CH:3]=[N:2]1.[C:6](#[N:9])[CH:7]=[CH2:8].